This data is from Full USPTO retrosynthesis dataset with 1.9M reactions from patents (1976-2016). The task is: Predict the reactants needed to synthesize the given product. (1) Given the product [Cl:1][C:2]1[CH:3]=[CH:4][C:5]([CH:8]2[N:14]([C:27]([NH:26][C:20]3[CH:21]=[CH:22][C:23]([F:25])=[CH:24][C:19]=3[F:18])=[O:28])[CH2:13][CH2:12][CH2:11][N:10]3[CH:15]=[CH:16][CH:17]=[C:9]23)=[CH:6][CH:7]=1, predict the reactants needed to synthesize it. The reactants are: [Cl:1][C:2]1[CH:7]=[CH:6][C:5]([CH:8]2[NH:14][CH2:13][CH2:12][CH2:11][N:10]3[CH:15]=[CH:16][CH:17]=[C:9]23)=[CH:4][CH:3]=1.[F:18][C:19]1[CH:24]=[C:23]([F:25])[CH:22]=[CH:21][C:20]=1[N:26]=[C:27]=[O:28]. (2) The reactants are: C([O:4][C:5]1[CH:10]=[CH:9][C:8]([C:11](=[O:33])[NH:12][C:13]2[C:14](=[O:32])[O:15][C:16]3[C:21]([CH:22]=2)=[CH:20][CH:19]=[C:18]([O:23][CH:24]2[CH2:29][CH2:28][N:27]([CH3:30])[CH2:26][CH2:25]2)[C:17]=3[CH3:31])=[CH:7][C:6]=1[CH2:34][CH:35]=[C:36]([CH3:38])[CH3:37])(=O)C. Given the product [OH:4][C:5]1[CH:10]=[CH:9][C:8]([C:11]([NH:12][C:13]2[C:14](=[O:32])[O:15][C:16]3[C:21]([CH:22]=2)=[CH:20][CH:19]=[C:18]([O:23][CH:24]2[CH2:29][CH2:28][N:27]([CH3:30])[CH2:26][CH2:25]2)[C:17]=3[CH3:31])=[O:33])=[CH:7][C:6]=1[CH2:34][CH:35]=[C:36]([CH3:38])[CH3:37], predict the reactants needed to synthesize it. (3) Given the product [Br:1][C:2]1[CH:3]=[C:4]([CH2:7][N:13]2[CH2:14][CH2:15][N:10]([CH3:9])[CH2:11][CH2:12]2)[O:5][CH:6]=1, predict the reactants needed to synthesize it. The reactants are: [Br:1][C:2]1[CH:3]=[C:4]([CH:7]=O)[O:5][CH:6]=1.[CH3:9][N:10]1[CH2:15][CH2:14][NH:13][CH2:12][CH2:11]1.C(O[BH-](OC(=O)C)OC(=O)C)(=O)C.[Na+].C(O)(=O)C.[OH-].[Na+]. (4) The reactants are: [CH:1]([Si:4]([CH:20]([CH3:22])[CH3:21])([CH:17]([CH3:19])[CH3:18])[O:5][C:6]1[CH:11]=[CH:10][C:9]([CH2:12][C:13](OC)=[O:14])=[CH:8][CH:7]=1)([CH3:3])[CH3:2]. Given the product [CH:17]([Si:4]([CH:1]([CH3:3])[CH3:2])([CH:20]([CH3:22])[CH3:21])[O:5][C:6]1[CH:11]=[CH:10][C:9]([CH2:12][CH2:13][OH:14])=[CH:8][CH:7]=1)([CH3:18])[CH3:19], predict the reactants needed to synthesize it. (5) Given the product [C:17]([O:20][CH:2]([C:8]([C:10]1[CH:15]=[CH:14][C:13]([F:16])=[CH:12][CH:11]=1)=[O:9])[C:3]([O:5][CH2:6][CH3:7])=[O:4])(=[O:19])[CH3:18], predict the reactants needed to synthesize it. The reactants are: Cl[CH:2]([C:8]([C:10]1[CH:15]=[CH:14][C:13]([F:16])=[CH:12][CH:11]=1)=[O:9])[C:3]([O:5][CH2:6][CH3:7])=[O:4].[C:17]([O-:20])(=[O:19])[CH3:18].[Na+]. (6) Given the product [C:21]([O:20][C:19](=[O:25])[NH:18][CH2:17][C:14]1([C:12]([NH:10][NH:11][C:43]([CH:38]2[CH2:37][CH2:36][C@@H:35]3[CH2:42][N:39]2[C:40](=[O:41])[N:34]3[O:33][CH2:26][C:27]2[CH:32]=[CH:31][CH:30]=[CH:29][CH:28]=2)=[O:44])=[O:13])[CH2:16][CH2:15]1)([CH3:22])([CH3:24])[CH3:23], predict the reactants needed to synthesize it. The reactants are: CCN(C(C)C)C(C)C.[NH:10]([C:12]([C:14]1([CH2:17][NH:18][C:19](=[O:25])[O:20][C:21]([CH3:24])([CH3:23])[CH3:22])[CH2:16][CH2:15]1)=[O:13])[NH2:11].[CH2:26]([O:33][N:34]1[C:40](=[O:41])[N:39]2[CH2:42][C@H:35]1[CH2:36][CH2:37][CH:38]2[C:43](O)=[O:44])[C:27]1[CH:32]=[CH:31][CH:30]=[CH:29][CH:28]=1.CN(C(ON1N=NC2C=CC=NC1=2)=[N+](C)C)C.F[P-](F)(F)(F)(F)F. (7) Given the product [CH3:26][O:27][C:28]1[C:29]([O:50][CH3:51])=[CH:30][C:31]2[N:37]3[CH:38]=[CH:39][N:40]=[C:36]3[CH2:35][N:34]=[C:33]([C:41]3[CH:42]=[C:43]([CH:46]=[CH:47][CH:48]=3)[C:44]([NH2:45])=[O:2])[C:32]=2[CH:49]=1, predict the reactants needed to synthesize it. The reactants are: C[O:2]C1C(OC)=CC2N(C)C(=O)CN=C(C3C=C(C=CC=3)C#N)C=2C=1.[CH3:26][O:27][C:28]1[C:29]([O:50][CH3:51])=[CH:30][C:31]2[N:37]3[CH:38]=[CH:39][N:40]=[C:36]3[CH2:35][N:34]=[C:33]([C:41]3[CH:42]=[C:43]([CH:46]=[CH:47][CH:48]=3)[C:44]#[N:45])[C:32]=2[CH:49]=1.